This data is from Catalyst prediction with 721,799 reactions and 888 catalyst types from USPTO. The task is: Predict which catalyst facilitates the given reaction. Reactant: [CH:1]1([C:4]2[N:8]([CH3:9])[C:7]3[CH:10]=[C:11]([N:14]4[CH:19]=[CH:18][C:17]([OH:20])=[CH:16][C:15]4=[O:21])[CH:12]=[CH:13][C:6]=3[N:5]=2)[CH2:3][CH2:2]1.[Cl:22][C:23]1[S:27][CH:26]=[C:25]([CH2:28]O)[CH:24]=1.C(P(CCCC)CCCC)CCC.N(C(N1CCCCC1)=O)=NC(N1CCCCC1)=O. Product: [Cl:22][C:23]1[S:27][CH:26]=[C:25]([CH2:28][O:20][C:17]2[CH:18]=[CH:19][N:14]([C:11]3[CH:12]=[CH:13][C:6]4[N:5]=[C:4]([CH:1]5[CH2:2][CH2:3]5)[N:8]([CH3:9])[C:7]=4[CH:10]=3)[C:15](=[O:21])[CH:16]=2)[CH:24]=1. The catalyst class is: 1.